From a dataset of Forward reaction prediction with 1.9M reactions from USPTO patents (1976-2016). Predict the product of the given reaction. (1) Given the reactants S(=O)(=O)(O)O.[N+:6]([O-:9])(O)=[O:7].[CH3:10][C:11]1[CH:16]=[C:15]([N:17]2[CH:21]=[CH:20][NH:19][CH2:18]2)[CH:14]=[CH:13][N:12]=1.C([O-])(O)=O.[Na+], predict the reaction product. The product is: [N+:6]([CH:18]1[N:17]([C:15]2[CH:14]=[CH:13][N:12]=[C:11]([CH3:10])[CH:16]=2)[CH:21]=[CH:20][NH:19]1)([O-:9])=[O:7]. (2) Given the reactants [Br:1][C:2]1[CH:3]=[C:4]2[C:9](=[CH:10][CH:11]=1)[N:8]=[CH:7][C:6]([C:12]#[N:13])=[C:5]2/[CH:14]=[CH:15]/[N:16](C)C, predict the reaction product. The product is: [Br:1][C:2]1[CH:11]=[CH:10][C:9]2[N:8]=[CH:7][C:6]3[C:5]([C:4]=2[CH:3]=1)=[CH:14][CH:15]=[N:16][C:12]=3[NH2:13]. (3) Given the reactants F[C:2]1[CH:9]=[CH:8][C:5]([CH:6]=[O:7])=[CH:4][CH:3]=1.[C:10]1([OH:16])[CH:15]=[CH:14][CH:13]=[CH:12][CH:11]=1.C(=O)([O-])[O-].[Cs+].[Cs+], predict the reaction product. The product is: [O:16]([C:2]1[CH:9]=[CH:8][C:5]([CH:6]=[O:7])=[CH:4][CH:3]=1)[C:10]1[CH:15]=[CH:14][CH:13]=[CH:12][CH:11]=1. (4) Given the reactants Cl.Cl.[Cl:3][C:4]1[CH:5]=[C:6]([C:11]2([CH2:17][CH2:18][N:19]3[C@H:24]4[CH2:25][CH2:26][C@@H:20]3[CH2:21][CH:22]([N:27]3[C:31]5[CH:32]=[CH:33][CH:34]=[CH:35][C:30]=5[N:29]=[C:28]3[CH3:36])[CH2:23]4)[CH2:16][CH2:15][NH:14][CH2:13][CH2:12]2)[CH:7]=[C:8]([F:10])[CH:9]=1.C(N(CC)CC)C.[Cl:44][C:45]1[CH:53]=[CH:52][C:48]([C:49](O)=[O:50])=[CH:47][C:46]=1[S:54](=[O:57])(=[O:56])[NH2:55].F[P-](F)(F)(F)(F)F.N1(OC(N(C)C)=[N+](C)C)C2N=CC=CC=2N=N1, predict the reaction product. The product is: [Cl:44][C:45]1[CH:53]=[CH:52][C:48]([C:49]([N:14]2[CH2:13][CH2:12][C:11]([C:6]3[CH:7]=[C:8]([F:10])[CH:9]=[C:4]([Cl:3])[CH:5]=3)([CH2:17][CH2:18][N:19]3[C@H:24]4[CH2:25][CH2:26][C@@H:20]3[CH2:21][CH:22]([N:27]3[C:31]5[CH:32]=[CH:33][CH:34]=[CH:35][C:30]=5[N:29]=[C:28]3[CH3:36])[CH2:23]4)[CH2:16][CH2:15]2)=[O:50])=[CH:47][C:46]=1[S:54]([NH2:55])(=[O:57])=[O:56]. (5) The product is: [Cl:1][C:2]1[CH:7]=[CH:6][C:5]([OH:8])=[CH:4][C:3]=1[C:10]1[C:34]([CH3:35])=[CH:33][C:13]2[N:14]=[C:15]([NH:18][C:19]3[CH:24]=[CH:23][C:22]([O:25][CH2:26][CH2:27][N:28]4[CH2:32][CH2:31][CH2:30][CH2:29]4)=[CH:21][CH:20]=3)[N:16]=[N:17][C:12]=2[CH:11]=1. Given the reactants [Cl:1][C:2]1[CH:7]=[CH:6][C:5]([O:8]C)=[CH:4][C:3]=1[C:10]1[C:34]([CH3:35])=[CH:33][C:13]2[N:14]=[C:15]([NH:18][C:19]3[CH:24]=[CH:23][C:22]([O:25][CH2:26][CH2:27][N:28]4[CH2:32][CH2:31][CH2:30][CH2:29]4)=[CH:21][CH:20]=3)[N:16]=[N:17][C:12]=2[CH:11]=1.B(Br)(Br)Br, predict the reaction product. (6) Given the reactants C(C(O)(CCC)C#CC(=O)C)(C)(C)C.[CH3:15][C:16]([CH3:29])([CH2:27][CH3:28])[C:17]([CH2:24][CH2:25][CH3:26])([OH:23])[C:18]#[C:19][CH:20]([OH:22])[CH3:21], predict the reaction product. The product is: [OH:23][C:17]([CH2:24][CH2:25][CH3:26])([C:16]([CH3:29])([CH3:15])[CH2:27][CH3:28])[C:18]#[C:19][C:20](=[O:22])[CH3:21]. (7) Given the reactants [CH3:1][N:2]1[N:6]=[N:5][C:4]([C:7]2[CH:12]=[CH:11][C:10]([C:13]3[CH:18]=[CH:17][C:16]([N:19]4[CH2:23][C@H:22]([CH2:24][OH:25])[O:21][C:20]4=[O:26])=[CH:15][C:14]=3[F:27])=[CH:9][N:8]=2)=[N:3]1.[CH3:28][S:29](Cl)(=[O:31])=[O:30].C(N(CC)CC)C.O, predict the reaction product. The product is: [CH3:1][N:2]1[N:6]=[N:5][C:4]([C:7]2[CH:12]=[CH:11][C:10]([C:13]3[CH:18]=[CH:17][C:16]([N:19]4[CH2:23][C@H:22]([CH2:24][O:25][S:29]([CH3:28])(=[O:31])=[O:30])[O:21][C:20]4=[O:26])=[CH:15][C:14]=3[F:27])=[CH:9][N:8]=2)=[N:3]1.